From a dataset of Reaction yield outcomes from USPTO patents with 853,638 reactions. Predict the reaction yield, written as a fraction of the theoretical maximum amount of product (1.0 means a 100% yield; for example, 0.34 means a 34% yield). (1) The catalyst is O1CCCC1.[Pd]. The yield is 0.360. The reactants are [F:1][C:2]([F:16])([C:8]1[CH:13]=[CH:12][N:11]=[C:10](SC)[N:9]=1)[C:3]([O:5][CH2:6][CH3:7])=[O:4].C[SiH](C)C. The product is [F:16][C:2]([F:1])([C:8]1[CH:13]=[CH:12][N:11]=[CH:10][N:9]=1)[C:3]([O:5][CH2:6][CH3:7])=[O:4]. (2) The reactants are [Cl:1][C:2]1[CH:3]=[C:4]([CH:23]=[CH:24][CH:25]=1)[CH2:5][O:6][C:7]1[CH:16]=[C:15]2[C:10]([CH:11]=[C:12]([CH2:17][C:18](OCC)=[O:19])[CH:13]=[N:14]2)=[CH:9][CH:8]=1.[H-].[H-].[H-].[H-].[Li+].[Al+3]. The catalyst is C1COCC1. The product is [Cl:1][C:2]1[CH:3]=[C:4]([CH:23]=[CH:24][CH:25]=1)[CH2:5][O:6][C:7]1[CH:16]=[C:15]2[C:10]([CH:11]=[C:12]([CH2:17][CH2:18][OH:19])[CH:13]=[N:14]2)=[CH:9][CH:8]=1. The yield is 0.660.